From a dataset of Reaction yield outcomes from USPTO patents with 853,638 reactions. Predict the reaction yield, written as a fraction of the theoretical maximum amount of product (1.0 means a 100% yield; for example, 0.34 means a 34% yield). (1) The reactants are [CH2:1]([N:8]1[C:13]2[N:14]([CH3:31])[C:15](=[O:30])[N:16]([CH2:19][CH2:20][CH2:21][CH2:22][C@@H:23](OS(C)(=O)=O)[CH3:24])[C:17](=[O:18])[C:12]=2[C:11](=[O:32])[CH:10]=[C:9]1[CH3:33])[C:2]1[CH:7]=[CH:6][CH:5]=[CH:4][CH:3]=1.[N-:34]=[N+:35]=[N-:36].[Na+]. The catalyst is CS(C)=O. The product is [N:34]([C@H:23]([CH3:24])[CH2:22][CH2:21][CH2:20][CH2:19][N:16]1[C:17](=[O:18])[C:12]2[C:11](=[O:32])[CH:10]=[C:9]([CH3:33])[N:8]([CH2:1][C:2]3[CH:3]=[CH:4][CH:5]=[CH:6][CH:7]=3)[C:13]=2[N:14]([CH3:31])[C:15]1=[O:30])=[N+:35]=[N-:36]. The yield is 0.990. (2) The reactants are [C:1]([O:5][C:6]([N:8]1[CH2:13][CH2:12][CH2:11][CH:10]([C:14]2[C:22]3[C:17](=[N:18][CH:19]=[CH:20][C:21]=3[O:23][C:24]3[CH:32]=[CH:31][C:27]([C:28](O)=[O:29])=[CH:26][CH:25]=3)[N:16]([CH2:33][C:34]3[CH:39]=[CH:38][C:37]([O:40][CH3:41])=[CH:36][CH:35]=3)[N:15]=2)[CH2:9]1)=[O:7])([CH3:4])([CH3:3])[CH3:2].[CH3:42][C:43]1[S:47][C:46]([NH2:48])=[N:45][CH:44]=1.CN(C(ON1N=NC2C=CC=NC1=2)=[N+](C)C)C.F[P-](F)(F)(F)(F)F.CCN(C(C)C)C(C)C. The catalyst is CN(C=O)C.O. The product is [CH3:41][O:40][C:37]1[CH:36]=[CH:35][C:34]([CH2:33][N:16]2[C:17]3=[N:18][CH:19]=[CH:20][C:21]([O:23][C:24]4[CH:25]=[CH:26][C:27]([C:28](=[O:29])[NH:48][C:46]5[S:47][C:43]([CH3:42])=[CH:44][N:45]=5)=[CH:31][CH:32]=4)=[C:22]3[C:14]([CH:10]3[CH2:11][CH2:12][CH2:13][N:8]([C:6]([O:5][C:1]([CH3:2])([CH3:3])[CH3:4])=[O:7])[CH2:9]3)=[N:15]2)=[CH:39][CH:38]=1. The yield is 0.780. (3) The reactants are [CH2:1]([O:3][C:4]([C:6]1[C:7]([CH2:25][NH2:26])=[N:8][N:9]([C:14]2[CH:19]=[CH:18][CH:17]=[C:16]([O:20][C:21]([F:24])([F:23])[F:22])[CH:15]=2)[C:10]=1[CH:11]1[CH2:13][CH2:12]1)=[O:5])[CH3:2].CCN(C(C)C)C(C)C.[C:36](Cl)(=[O:38])[CH3:37]. The catalyst is C1COCC1.CCOC(C)=O. The product is [CH2:1]([O:3][C:4]([C:6]1[C:7]([CH2:25][NH:26][C:36](=[O:38])[CH3:37])=[N:8][N:9]([C:14]2[CH:19]=[CH:18][CH:17]=[C:16]([O:20][C:21]([F:23])([F:22])[F:24])[CH:15]=2)[C:10]=1[CH:11]1[CH2:12][CH2:13]1)=[O:5])[CH3:2]. The yield is 0.720. (4) The product is [Br:14][CH2:15][CH2:16][CH2:17][O:7][C:3]1[CH:2]=[C:1]([C:8]2[CH:9]=[CH:10][CH:11]=[CH:12][CH:13]=2)[CH:6]=[CH:5][CH:4]=1. The catalyst is C(#N)C. The yield is 0.578. The reactants are [C:1]1([C:8]2[CH:13]=[CH:12][CH:11]=[CH:10][CH:9]=2)[CH:6]=[CH:5][CH:4]=[C:3]([OH:7])[CH:2]=1.[Br:14][CH2:15][CH2:16][CH2:17]Br.C([O-])([O-])=O.[Cs+].[Cs+]. (5) The reactants are [CH3:1][S:2]([NH:5][CH2:6][C:7]1[C:15]2[S:14](=[O:17])(=[O:16])[N:13]=[C:12]([CH2:18][C:19]([OH:21])=O)[NH:11][C:10]=2[S:9][CH:8]=1)(=[O:4])=[O:3].F[P-](F)(F)(F)(F)F.N1(OC(N(C)C)=[N+](C)C)C2N=CC=CC=2N=N1.CN1CCOCC1.C([O:55][C:56](=O)[CH2:57][CH:58]([CH:68]1[CH2:70][CH2:69]1)[NH:59][CH2:60][C:61]1[CH:66]=[CH:65][C:64]([F:67])=[CH:63][CH:62]=1)C.[O-]CC.[Na+].C(O)C. The catalyst is CN(C)C=O. The product is [CH:68]1([CH:58]2[N:59]([CH2:60][C:61]3[CH:66]=[CH:65][C:64]([F:67])=[CH:63][CH:62]=3)[C:19](=[O:21])[C:18]([C:12]3[NH:11][C:10]4[S:9][CH:8]=[C:7]([CH2:6][NH:5][S:2]([CH3:1])(=[O:3])=[O:4])[C:15]=4[S:14](=[O:16])(=[O:17])[N:13]=3)=[C:56]([OH:55])[CH2:57]2)[CH2:70][CH2:69]1. The yield is 0.320. (6) The reactants are [S:1]1[CH:5]=[CH:4][CH:3]=[C:2]1[CH2:6][CH2:7][NH:8][C:9]([C:11]1([CH3:17])[CH2:16][CH2:15][CH2:14][CH2:13][CH2:12]1)=[O:10].[H-].[Na+].I[CH3:21]. The catalyst is CN(C=O)C.O. The product is [CH3:21][N:8]([CH2:7][CH2:6][C:2]1[S:1][CH:5]=[CH:4][CH:3]=1)[C:9]([C:11]1([CH3:17])[CH2:16][CH2:15][CH2:14][CH2:13][CH2:12]1)=[O:10]. The yield is 0.450. (7) The reactants are [Na].Cl[C:3]1[N:11]=[C:10]2[C:6]([N:7]=[CH:8][N:9]2[CH2:12][C:13]2[CH:18]=[CH:17][CH:16]=[C:15]([CH2:19][C:20]([O:22][CH3:23])=[O:21])[CH:14]=2)=[C:5]([NH2:24])[N:4]=1.Cl.[CH3:26][C:27]1([CH3:34])[O:31][CH:30]([CH2:32][OH:33])[CH2:29][O:28]1. No catalyst specified. The product is [CH3:26][C:27]1([CH3:34])[O:31][CH:30]([CH2:32][O:33][C:3]2[N:11]=[C:10]3[C:6]([N:7]=[CH:8][N:9]3[CH2:12][C:13]3[CH:18]=[CH:17][CH:16]=[C:15]([CH2:19][C:20]([O:22][CH3:23])=[O:21])[CH:14]=3)=[C:5]([NH2:24])[N:4]=2)[CH2:29][O:28]1. The yield is 0.620.